Task: Predict the reaction yield, written as a fraction of the theoretical maximum amount of product (1.0 means a 100% yield; for example, 0.34 means a 34% yield).. Dataset: Reaction yield outcomes from USPTO patents with 853,638 reactions The reactants are [CH3:1][C:2]1[O:6][N:5]=[C:4]([C:7]2[CH:12]=[CH:11][CH:10]=[CH:9][CH:8]=2)[C:3]=1[CH2:13][NH:14][C:15]1[CH:23]=[CH:22][C:18]([C:19]([OH:21])=O)=[CH:17][N:16]=1.[NH2:24][CH:25]1[CH2:30][CH2:29][O:28][CH2:27][CH2:26]1. No catalyst specified. The product is [CH3:1][C:2]1[O:6][N:5]=[C:4]([C:7]2[CH:8]=[CH:9][CH:10]=[CH:11][CH:12]=2)[C:3]=1[CH2:13][NH:14][C:15]1[CH:23]=[CH:22][C:18]([C:19]([NH:24][CH:25]2[CH2:30][CH2:29][O:28][CH2:27][CH2:26]2)=[O:21])=[CH:17][N:16]=1. The yield is 0.660.